Dataset: Forward reaction prediction with 1.9M reactions from USPTO patents (1976-2016). Task: Predict the product of the given reaction. (1) The product is: [Br:1][CH2:2][CH2:3][CH2:4][CH2:5][C:6]1[C:7](=[O:8])[C:9]2[C:10](=[CH:11][C:12]([O:17][CH3:18])=[C:13]([O:15][CH3:16])[CH:14]=2)[O:19][CH:20]=1. Given the reactants [Br:1][CH2:2][CH2:3][CH2:4][CH2:5][CH2:6][C:7]([C:9]1[CH:14]=[C:13]([O:15][CH3:16])[C:12]([O:17][CH3:18])=[CH:11][C:10]=1[OH:19])=[O:8].[CH3:20]COCC.B(F)(F)F.P(Cl)(Cl)(Cl)(Cl)Cl, predict the reaction product. (2) Given the reactants Br[C:2]1[CH:7]=[CH:6][C:5]([N:8]2[CH2:13][CH2:12][N:11]([CH2:14][CH2:15][CH3:16])[CH2:10][CH2:9]2)=[C:4]([CH:17]2[CH2:22][CH2:21][C:20]([CH2:25][CH3:26])([CH2:23][CH3:24])[CH2:19][CH2:18]2)[CH:3]=1.[ClH:27].[CH3:28][O:29][CH2:30][CH:31]1[CH2:36][CH2:35][NH:34][CH2:33][CH2:32]1.CC(C)([O-])C.[Na+].F[B-](F)(F)F.C([PH+](C(C)(C)C)C(C)(C)C)(C)(C)C, predict the reaction product. The product is: [ClH:27].[CH2:23]([C:20]1([CH2:25][CH3:26])[CH2:21][CH2:22][CH:17]([C:4]2[CH:3]=[C:2]([N:34]3[CH2:35][CH2:36][CH:31]([CH2:30][O:29][CH3:28])[CH2:32][CH2:33]3)[CH:7]=[CH:6][C:5]=2[N:8]2[CH2:13][CH2:12][N:11]([CH2:14][CH2:15][CH3:16])[CH2:10][CH2:9]2)[CH2:18][CH2:19]1)[CH3:24]. (3) Given the reactants C(OC(=O)[NH:10][CH2:11][CH2:12][CH2:13][CH2:14][C:15]1[CH:20]=[CH:19][C:18]([O:21][CH2:22][C:23](=[O:31])[N:24]([CH2:28][CH2:29][OH:30])[CH2:25][CH2:26][OH:27])=[CH:17][CH:16]=1)C1C=CC=CC=1.[H][H], predict the reaction product. The product is: [NH2:10][CH2:11][CH2:12][CH2:13][CH2:14][C:15]1[CH:20]=[CH:19][C:18]([O:21][CH2:22][C:23]([N:24]([CH2:28][CH2:29][OH:30])[CH2:25][CH2:26][OH:27])=[O:31])=[CH:17][CH:16]=1.